The task is: Regression. Given two drug SMILES strings and cell line genomic features, predict the synergy score measuring deviation from expected non-interaction effect.. This data is from NCI-60 drug combinations with 297,098 pairs across 59 cell lines. (1) Drug 1: CNC(=O)C1=NC=CC(=C1)OC2=CC=C(C=C2)NC(=O)NC3=CC(=C(C=C3)Cl)C(F)(F)F. Cell line: 786-0. Synergy scores: CSS=41.0, Synergy_ZIP=3.53, Synergy_Bliss=-0.405, Synergy_Loewe=-28.5, Synergy_HSA=-0.890. Drug 2: CN(CC1=CN=C2C(=N1)C(=NC(=N2)N)N)C3=CC=C(C=C3)C(=O)NC(CCC(=O)O)C(=O)O. (2) Drug 1: CC1C(C(CC(O1)OC2CC(CC3=C2C(=C4C(=C3O)C(=O)C5=C(C4=O)C(=CC=C5)OC)O)(C(=O)C)O)N)O.Cl. Drug 2: C1=CC(=CC=C1C#N)C(C2=CC=C(C=C2)C#N)N3C=NC=N3. Cell line: MDA-MB-435. Synergy scores: CSS=11.8, Synergy_ZIP=1.63, Synergy_Bliss=9.75, Synergy_Loewe=-3.28, Synergy_HSA=5.27. (3) Drug 1: C1CCC(CC1)NC(=O)N(CCCl)N=O. Drug 2: CCCCCOC(=O)NC1=NC(=O)N(C=C1F)C2C(C(C(O2)C)O)O. Cell line: HCT-15. Synergy scores: CSS=24.1, Synergy_ZIP=0.327, Synergy_Bliss=1.99, Synergy_Loewe=2.04, Synergy_HSA=1.59. (4) Drug 1: CC=C1C(=O)NC(C(=O)OC2CC(=O)NC(C(=O)NC(CSSCCC=C2)C(=O)N1)C(C)C)C(C)C. Drug 2: COC1=C2C(=CC3=C1OC=C3)C=CC(=O)O2. Cell line: SK-OV-3. Synergy scores: CSS=38.3, Synergy_ZIP=0.555, Synergy_Bliss=0.718, Synergy_Loewe=-58.2, Synergy_HSA=-0.177. (5) Drug 1: CC1CCC2CC(C(=CC=CC=CC(CC(C(=O)C(C(C(=CC(C(=O)CC(OC(=O)C3CCCCN3C(=O)C(=O)C1(O2)O)C(C)CC4CCC(C(C4)OC)OCCO)C)C)O)OC)C)C)C)OC. Drug 2: CCC1(C2=C(COC1=O)C(=O)N3CC4=CC5=C(C=CC(=C5CN(C)C)O)N=C4C3=C2)O.Cl. Cell line: DU-145. Synergy scores: CSS=30.6, Synergy_ZIP=-3.12, Synergy_Bliss=1.62, Synergy_Loewe=-6.87, Synergy_HSA=0.788.